Dataset: Reaction yield outcomes from USPTO patents with 853,638 reactions. Task: Predict the reaction yield, written as a fraction of the theoretical maximum amount of product (1.0 means a 100% yield; for example, 0.34 means a 34% yield). (1) The product is [NH2:18][C:17]1[N:2]([CH:4]2[CH2:5][CH2:6][N:7]([C:10]([O:12][C:13]([CH3:16])([CH3:15])[CH3:14])=[O:11])[CH2:8][CH2:9]2)[N:3]=[CH:25][C:19]=1[C:20]([O:22][CH2:23][CH3:24])=[O:21]. The reactants are Cl.[NH:2]([CH:4]1[CH2:9][CH2:8][N:7]([C:10]([O:12][C:13]([CH3:16])([CH3:15])[CH3:14])=[O:11])[CH2:6][CH2:5]1)[NH2:3].[C:17]([C:19](=[CH:25]OCC)[C:20]([O:22][CH2:23][CH3:24])=[O:21])#[N:18].O.O.O.C([O-])(=O)C.[Na+]. The catalyst is C(O)C. The yield is 0.720. (2) The reactants are [CH2:1]([SH:8])[C:2]1[CH:7]=[CH:6][CH:5]=[CH:4][CH:3]=1.[H-].[Na+].Cl.Cl[CH:13]1[CH:18]2[CH2:19][CH2:20][N:15]([CH2:16][CH2:17]2)[CH2:14]1. The catalyst is CN(C=O)C.O. The product is [CH2:1]([S:8][CH:13]1[CH:18]2[CH2:19][CH2:20][N:15]([CH2:16][CH2:17]2)[CH2:14]1)[C:2]1[CH:7]=[CH:6][CH:5]=[CH:4][CH:3]=1. The yield is 0.520. (3) The reactants are Cl[C:2]1[CH:11]=[CH:10][C:9]2[CH2:8][N:7]([C:12]([O:14][C:15]([CH3:18])([CH3:17])[CH3:16])=[O:13])[CH2:6][CH2:5][C:4]=2[N:3]=1.C1(C)C=CC(S(O)(=O)=O)=CC=1.[CH3:30][C@@H:31]1[CH2:36][O:35][CH2:34][CH2:33][NH:32]1. No catalyst specified. The product is [CH3:30][C@@H:31]1[CH2:36][O:35][CH2:34][CH2:33][N:32]1[C:2]1[CH:11]=[CH:10][C:9]2[CH2:8][N:7]([C:12]([O:14][C:15]([CH3:18])([CH3:17])[CH3:16])=[O:13])[CH2:6][CH2:5][C:4]=2[N:3]=1. The yield is 0.360. (4) The reactants are C([O-])(=O)C.[K+].Br[C:7]1[CH:12]=[CH:11][C:10]([OH:13])=[C:9]([CH3:14])[CH:8]=1.[CH3:15][C:16]1([CH3:32])[C:20]([CH3:22])([CH3:21])[O:19][B:18]([B:18]2[O:19][C:20]([CH3:22])([CH3:21])[C:16]([CH3:32])([CH3:15])[O:17]2)[O:17]1. The catalyst is CN(C)C=O.C1C=CC([PH+]([C]2[CH][CH][CH][CH]2)C2C=CC=CC=2)=CC=1.C1C=CC([PH+]([C]2[CH][CH][CH][CH]2)C2C=CC=CC=2)=CC=1.C(Cl)Cl.Cl[Pd]Cl.[Fe]. The product is [CH3:14][C:9]1[CH:8]=[C:7]([B:18]2[O:19][C:20]([CH3:22])([CH3:21])[C:16]([CH3:32])([CH3:15])[O:17]2)[CH:12]=[CH:11][C:10]=1[OH:13]. The yield is 0.430.